From a dataset of Full USPTO retrosynthesis dataset with 1.9M reactions from patents (1976-2016). Predict the reactants needed to synthesize the given product. The reactants are: [SH:1][C:2]1[CH:7]=[CH:6][N:5]=[CH:4][CH:3]=1.[H-].[Na+].Br[C:11]1[N:16]=[CH:15][C:14]([CH:17]=[O:18])=[CH:13][CH:12]=1.O. Given the product [N:5]1[CH:6]=[CH:7][C:2]([S:1][C:11]2[N:16]=[CH:15][C:14]([CH:17]=[O:18])=[CH:13][CH:12]=2)=[CH:3][CH:4]=1, predict the reactants needed to synthesize it.